Regression. Given two drug SMILES strings and cell line genomic features, predict the synergy score measuring deviation from expected non-interaction effect. From a dataset of NCI-60 drug combinations with 297,098 pairs across 59 cell lines. Drug 1: CCC1=CC2CC(C3=C(CN(C2)C1)C4=CC=CC=C4N3)(C5=C(C=C6C(=C5)C78CCN9C7C(C=CC9)(C(C(C8N6C)(C(=O)OC)O)OC(=O)C)CC)OC)C(=O)OC.C(C(C(=O)O)O)(C(=O)O)O. Drug 2: CC12CCC3C(C1CCC2O)C(CC4=C3C=CC(=C4)O)CCCCCCCCCS(=O)CCCC(C(F)(F)F)(F)F. Cell line: T-47D. Synergy scores: CSS=37.1, Synergy_ZIP=-11.9, Synergy_Bliss=-5.08, Synergy_Loewe=-0.208, Synergy_HSA=-0.105.